This data is from Catalyst prediction with 721,799 reactions and 888 catalyst types from USPTO. The task is: Predict which catalyst facilitates the given reaction. Reactant: [C:1]([O:5][C:6](=[O:20])[NH:7][C@@H:8]1[C:14](=[O:15])[NH:13][C:12]2[CH:16]=[CH:17][CH:18]=[CH:19][C:11]=2[NH:10][CH2:9]1)([CH3:4])([CH3:3])[CH3:2].[CH3:21][Si]([N-][Si](C)(C)C)(C)C.[Li+].IC. Product: [C:1]([O:5][C:6](=[O:20])[NH:7][CH:8]1[C:14](=[O:15])[N:13]([CH3:21])[C:12]2[CH:16]=[CH:17][CH:18]=[CH:19][C:11]=2[NH:10][CH2:9]1)([CH3:4])([CH3:2])[CH3:3]. The catalyst class is: 54.